This data is from Reaction yield outcomes from USPTO patents with 853,638 reactions. The task is: Predict the reaction yield, written as a fraction of the theoretical maximum amount of product (1.0 means a 100% yield; for example, 0.34 means a 34% yield). (1) The catalyst is C(Cl)Cl. The yield is 0.970. The product is [C:10]([O:14][C:15](=[O:34])[NH:16][CH:17]1[CH2:22][CH2:21][N:20]([S:23]([C:26]2[CH:27]=[CH:28][C:29]([CH2:32][NH:33][C:42](=[O:43])[CH2:35][C:36]3[CH:41]=[CH:40][CH:39]=[CH:38][CH:37]=3)=[CH:30][CH:31]=2)(=[O:25])=[O:24])[CH2:19][CH2:18]1)([CH3:13])([CH3:11])[CH3:12]. The reactants are C(N(C(C)C)CC)(C)C.[C:10]([O:14][C:15](=[O:34])[NH:16][CH:17]1[CH2:22][CH2:21][N:20]([S:23]([C:26]2[CH:31]=[CH:30][C:29]([CH2:32][NH2:33])=[CH:28][CH:27]=2)(=[O:25])=[O:24])[CH2:19][CH2:18]1)([CH3:13])([CH3:12])[CH3:11].[CH2:35]([C:42](Cl)=[O:43])[C:36]1[CH:41]=[CH:40][CH:39]=[CH:38][CH:37]=1. (2) The reactants are [Cl:1][C:2]1[C:3]2[CH:13]=[CH:12][CH:11]=[CH:10][C:4]=2[S:5][C:6]=1[C:7](O)=[O:8]. The catalyst is C1COCC1. The product is [Cl:1][C:2]1[C:3]2[CH:13]=[CH:12][CH:11]=[CH:10][C:4]=2[S:5][C:6]=1[CH2:7][OH:8]. The yield is 0.460. (3) The reactants are Br[C:2]1[S:3][CH:4]=[CH:5][N:6]=1.CC(C)([O-])C.[Na+].[C:13]([O:17][C:18]([N:20]1[CH2:25][CH:24]2[CH2:26][CH:21]1[CH2:22][NH:23]2)=[O:19])([CH3:16])([CH3:15])[CH3:14].C1(C2C=CC=CC=2)C=CC=CC=1. The catalyst is O1CCOCC1.C(OCC)(=O)C.O.C([O-])(=O)C.[Pd+2].C([O-])(=O)C. The product is [C:13]([O:17][C:18]([N:20]1[CH2:25][CH:24]2[CH2:26][CH:21]1[CH2:22][N:23]2[C:2]1[S:3][CH:4]=[CH:5][N:6]=1)=[O:19])([CH3:16])([CH3:14])[CH3:15]. The yield is 0.520. (4) The yield is 0.840. The product is [CH3:25][C:21]1[N:20]=[C:19]([C:18]2[C:14]([C:11]3[CH:12]=[C:13]4[C:8]([NH:7][CH2:6][C:5](=[O:29])[N:4]4[CH2:3][CH2:2][N:30]4[CH2:34][CH2:33][CH2:32][CH2:31]4)=[CH:9][CH:10]=3)=[C:15]3[CH2:28][CH2:27][CH2:26][N:16]3[N:17]=2)[CH:24]=[CH:23][CH:22]=1. The reactants are Cl[CH2:2][CH2:3][N:4]1[C:13]2[C:8](=[CH:9][CH:10]=[C:11]([C:14]3[C:18]([C:19]4[CH:24]=[CH:23][CH:22]=[C:21]([CH3:25])[N:20]=4)=[N:17][N:16]4[CH2:26][CH2:27][CH2:28][C:15]=34)[CH:12]=2)[N:7]=[CH:6][C:5]1=[O:29].[NH:30]1[CH2:34][CH2:33][CH2:32][CH2:31]1. The catalyst is O1CCOCC1.C(Cl)(Cl)Cl.C(O)(C)C. (5) The reactants are [Br:1][C:2]1[C:11]2[C:6](=[CH:7][CH:8]=[CH:9][CH:10]=2)[CH:5]=[C:4]([NH2:12])[N:3]=1.CCN(CC)CC.[F:20][C:21]1([F:36])[O:25][C:24]2[CH:26]=[CH:27][C:28]([C:30]3([C:33](Cl)=[O:34])[CH2:32][CH2:31]3)=[CH:29][C:23]=2[O:22]1. The catalyst is ClCCl. The product is [Br:1][C:2]1[C:11]2[C:6](=[CH:7][CH:8]=[CH:9][CH:10]=2)[CH:5]=[C:4]([NH:12][C:33]([C:30]2([C:28]3[CH:27]=[CH:26][C:24]4[O:25][C:21]([F:36])([F:20])[O:22][C:23]=4[CH:29]=3)[CH2:32][CH2:31]2)=[O:34])[N:3]=1. The yield is 0.700. (6) The reactants are [F:1][C:2]1[CH:7]=[CH:6][CH:5]=[CH:4][C:3]=1[N:8]1[C:12]2[CH:13]=[CH:14][CH:15]=[CH:16][C:11]=2[NH:10][S:9]1(=[O:18])=[O:17].C(=O)([O-])[O-].[Cs+].[Cs+].[Br:25][CH2:26][CH2:27][O:28][CH2:29][CH2:30]Br. No catalyst specified. The product is [Br:25][CH2:26][CH2:27][O:28][CH2:29][CH2:30][N:10]1[C:11]2[CH:16]=[CH:15][CH:14]=[CH:13][C:12]=2[N:8]([C:3]2[CH:4]=[CH:5][CH:6]=[CH:7][C:2]=2[F:1])[S:9]1(=[O:18])=[O:17]. The yield is 0.670. (7) The reactants are [CH3:1][C:2]([C:13]1[CH:18]=[CH:17][C:16]([N+:19]([O-])=O)=[CH:15][CH:14]=1)([CH3:12])[CH2:3][NH:4][C:5](=[O:11])[O:6][C:7]([CH3:10])([CH3:9])[CH3:8].C([O-])=O.[NH4+]. The catalyst is CCO.[Pd]. The product is [CH3:12][C:2]([C:13]1[CH:18]=[CH:17][C:16]([NH2:19])=[CH:15][CH:14]=1)([CH3:1])[CH2:3][NH:4][C:5](=[O:11])[O:6][C:7]([CH3:8])([CH3:9])[CH3:10]. The yield is 0.830. (8) The reactants are [CH3:1][C:2]1[N:3]=[C:4]([N:12]2[CH2:16][CH2:15][N:14]([C:17]3[CH:22]=[CH:21][CH:20]=[CH:19]C=3)[C:13]2=[O:23])[S:5][C:6]=1[C:7]([O:9]CC)=[O:8].C1(CCN2CCN(C3SC(C(OCC)=O)=C(C)N=3)C2=O)CC1. No catalyst specified. The product is [CH:21]1([CH2:22][CH2:17][N:14]2[CH2:15][CH2:16][N:12]([C:4]3[S:5][C:6]([C:7]([OH:9])=[O:8])=[C:2]([CH3:1])[N:3]=3)[C:13]2=[O:23])[CH2:20][CH2:19]1. The yield is 0.880. (9) The reactants are [NH2:1][CH2:2][C@@H:3]([C@H:5]([C@@H:7]([C@@H:9]([CH2:11][OH:12])[OH:10])[OH:8])[OH:6])[OH:4].[CH3:13][C:14]([O:17][C:18]([NH:20][C@H:21]([C:37](ON1C(=O)CCC1=O)=[O:38])[CH2:22][CH2:23][CH2:24][CH2:25][NH:26][C:27]([O:29][CH2:30][C:31]1[CH:36]=[CH:35][CH:34]=[CH:33][CH:32]=1)=[O:28])=[O:19])([CH3:16])[CH3:15].C1COCC1.O. The catalyst is CCOCC. The product is [C:14]([O:17][C:18]([NH:20][CH:21]([CH2:22][CH2:23][CH2:24][CH2:25][NH:26][C:27]([O:29][CH2:30][C:31]1[CH:32]=[CH:33][CH:34]=[CH:35][CH:36]=1)=[O:28])[C:37]([NH:1][CH2:2][CH:3]([OH:4])[CH:5]([OH:6])[CH:7]([OH:8])[CH:9]([OH:10])[CH2:11][OH:12])=[O:38])=[O:19])([CH3:16])([CH3:13])[CH3:15]. The yield is 0.199.